Dataset: Peptide-MHC class II binding affinity with 134,281 pairs from IEDB. Task: Regression. Given a peptide amino acid sequence and an MHC pseudo amino acid sequence, predict their binding affinity value. This is MHC class II binding data. The peptide sequence is SVEESEMFMPRSIGG. The MHC is DRB1_0801 with pseudo-sequence DRB1_0801. The binding affinity (normalized) is 0.428.